This data is from Peptide-MHC class I binding affinity with 185,985 pairs from IEDB/IMGT. The task is: Regression. Given a peptide amino acid sequence and an MHC pseudo amino acid sequence, predict their binding affinity value. This is MHC class I binding data. (1) The peptide sequence is ETVNFVPNY. The MHC is HLA-B58:01 with pseudo-sequence HLA-B58:01. The binding affinity (normalized) is 0.200. (2) The peptide sequence is YERGNIIIF. The MHC is HLA-B15:17 with pseudo-sequence HLA-B15:17. The binding affinity (normalized) is 0.0847. (3) The peptide sequence is RRRRRRWRQRW. The MHC is Mamu-A02 with pseudo-sequence Mamu-A02. The binding affinity (normalized) is 0.0583.